From a dataset of Forward reaction prediction with 1.9M reactions from USPTO patents (1976-2016). Predict the product of the given reaction. Given the reactants [CH2:1]([C:8]1[CH:9]=[CH:10][C:11]([NH2:14])=[N:12][CH:13]=1)[C:2]1[CH:7]=[CH:6][CH:5]=[CH:4][CH:3]=1.[Br:15]Br, predict the reaction product. The product is: [CH2:1]([C:8]1[CH:9]=[C:10]([Br:15])[C:11]([NH2:14])=[N:12][CH:13]=1)[C:2]1[CH:3]=[CH:4][CH:5]=[CH:6][CH:7]=1.